Regression. Given a peptide amino acid sequence and an MHC pseudo amino acid sequence, predict their binding affinity value. This is MHC class I binding data. From a dataset of Peptide-MHC class I binding affinity with 185,985 pairs from IEDB/IMGT. (1) The peptide sequence is DDLVGVSV. The MHC is Mamu-A11 with pseudo-sequence Mamu-A11. The binding affinity (normalized) is 0.0256. (2) The peptide sequence is IPQCRLTPL. The MHC is HLA-A26:01 with pseudo-sequence HLA-A26:01. The binding affinity (normalized) is 0.